This data is from Forward reaction prediction with 1.9M reactions from USPTO patents (1976-2016). The task is: Predict the product of the given reaction. Given the reactants [NH:1]1[CH2:4][CH2:3][C@H:2]1[CH2:5][O:6][C:7]1[CH:29]=[CH:28][C:27]([C:30]([F:33])([F:32])[F:31])=[CH:26][C:8]=1[C:9](/[N:11]=[C:12]1/[N:13]([CH2:22][CH:23]2[CH2:25][CH2:24]2)[N:14]([CH3:21])[C:15]([C:17]([CH3:20])([CH3:19])[CH3:18])=[CH:16]/1)=[O:10].C(N(CC)CC)C.[CH3:41][S:42](Cl)(=[O:44])=[O:43].O, predict the reaction product. The product is: [C:17]([C:15]1[N:14]([CH3:21])[N:13]([CH2:22][CH:23]2[CH2:24][CH2:25]2)/[C:12](=[N:11]/[C:9](=[O:10])[C:8]2[CH:26]=[C:27]([C:30]([F:33])([F:32])[F:31])[CH:28]=[CH:29][C:7]=2[O:6][CH2:5][C@@H:2]2[CH2:3][CH2:4][N:1]2[S:42]([CH3:41])(=[O:44])=[O:43])/[CH:16]=1)([CH3:19])([CH3:18])[CH3:20].